Predict the reactants needed to synthesize the given product. From a dataset of Full USPTO retrosynthesis dataset with 1.9M reactions from patents (1976-2016). (1) Given the product [CH2:10]([N:4]1[CH2:3][CH:25]([C:20]2[CH:21]=[CH:22][C:23]([F:24])=[C:18]([F:17])[CH:19]=2)[CH:26]([C:27]([OH:29])=[O:28])[CH2:5]1)[C:11]1[CH:12]=[CH:13][CH:14]=[CH:15][CH:16]=1, predict the reactants needed to synthesize it. The reactants are: CO[CH2:3][N:4]([CH2:10][C:11]1[CH:16]=[CH:15][CH:14]=[CH:13][CH:12]=1)[CH2:5][Si](C)(C)C.[F:17][C:18]1[CH:19]=[C:20](/[CH:25]=[CH:26]/[C:27]([OH:29])=[O:28])[CH:21]=[CH:22][C:23]=1[F:24].FC(F)(F)C(O)=O. (2) Given the product [Cl:22][C:7]1[C:8]([NH:12][C:13](=[O:21])[CH2:14][CH:15]2[CH2:20][CH2:19][CH2:18][CH2:17][CH2:16]2)=[C:9]2[C:4](=[CH:5][CH:6]=1)[N:3]=[C:2]([N:23]1[CH2:27][CH2:26][C@H:25]([O:28][CH2:29][CH2:30][C:31]#[N:32])[CH2:24]1)[CH:11]=[CH:10]2, predict the reactants needed to synthesize it. The reactants are: Cl[C:2]1[CH:11]=[CH:10][C:9]2[C:4](=[CH:5][CH:6]=[C:7]([Cl:22])[C:8]=2[NH:12][C:13](=[O:21])[CH2:14][CH:15]2[CH2:20][CH2:19][CH2:18][CH2:17][CH2:16]2)[N:3]=1.[NH:23]1[CH2:27][CH2:26][C@H:25]([O:28][CH2:29][CH2:30][C:31]#[N:32])[CH2:24]1. (3) Given the product [P:17]([O-:20])([O-:19])([O-:18])=[O:16].[CH3:65][C:66]([C@:68]1([OH:88])[C@@:72]2([CH3:87])[CH2:73][CH2:74][C@@H:75]3[C@@:80]4([CH3:86])[CH2:81][CH2:82][C@H:83]([OH:85])[CH2:84][C:79]4=[CH:78][CH2:77][C@H:76]3[C@@H:71]2[CH2:70][CH2:69]1)=[O:67], predict the reactants needed to synthesize it. The reactants are: C1N=C(N)C2N=CN([C@@H]3O[C@H](C[O:16][P:17]([O:20]P(OC[C@H]4O[C@@H](N5C=C(C(N)=O)CC=C5)[C@H](O)[C@@H]4O)(O)=O)([OH:19])=[O:18])[C@@H](O)[C@H]3[O:16][P:17]([OH:20])([OH:19])=[O:18])C=2N=1.C(OP(O)(O)=O)[C@H]1O[C@@H](O)[C@H](O)[C@@H](O)[C@@H]1O.[CH3:65][C:66]([C@:68]1([OH:88])[C@@:72]2([CH3:87])[CH2:73][CH2:74][C@@H:75]3[C@@:80]4([CH3:86])[CH2:81][CH2:82][C@H:83]([OH:85])[CH2:84][C:79]4=[CH:78][CH2:77][C@H:76]3[C@@H:71]2[CH2:70][CH2:69]1)=[O:67]. (4) The reactants are: [H-].[Na+].C(N(CC)CC)C.[OH:10][CH2:11][CH2:12][N:13]([CH3:21])[C:14](=[O:20])[O:15][C:16]([CH3:19])([CH3:18])[CH3:17].[Br:22][C:23]1[CH:28]=[CH:27][C:26](F)=[C:25]([C:30]([F:33])([F:32])[F:31])[CH:24]=1. Given the product [Br:22][C:23]1[CH:28]=[CH:27][C:26]([O:10][CH2:11][CH2:12][N:13]([CH3:21])[C:14](=[O:20])[O:15][C:16]([CH3:17])([CH3:18])[CH3:19])=[C:25]([C:30]([F:31])([F:32])[F:33])[CH:24]=1, predict the reactants needed to synthesize it.